From a dataset of Reaction yield outcomes from USPTO patents with 853,638 reactions. Predict the reaction yield, written as a fraction of the theoretical maximum amount of product (1.0 means a 100% yield; for example, 0.34 means a 34% yield). (1) The reactants are I[C:2]1[N:3]=[C:4]2[C:10]3[CH:11]=[C:12]([C:15]([O-:17])=[O:16])[CH:13]=[CH:14][C:9]=3[O:8][CH2:7][CH2:6][N:5]2[CH:18]=1.[Cu](C#N)[C:20]#[N:21].[CH3:24]N(C)C=O. No catalyst specified. The product is [C:20]([C:2]1[N:3]=[C:4]2[C:10]3[CH:11]=[C:12]([C:15]([O:17][CH3:24])=[O:16])[CH:13]=[CH:14][C:9]=3[O:8][CH2:7][CH2:6][N:5]2[CH:18]=1)#[N:21]. The yield is 0.810. (2) The reactants are [C:14]1(P([C:14]2[CH:19]=[CH:18][CH:17]=[CH:16][CH:15]=2)[C:14]2[CH:19]=[CH:18][CH:17]=[CH:16][CH:15]=2)[CH:19]=[CH:18][CH:17]=[CH:16][CH:15]=1.[CH:20]1(C(O)C)CCCC[CH2:21]1.CCOC(/N=N/C(OCC)=O)=O.O1CCCCC1[N:47]1[C:55]2[C:50](=[CH:51][C:52]([C:56]3[N:60]=[CH:59][N:58](C(C4C=CC=CC=4)(C4C=CC=CC=4)C4C=CC=CC=4)[N:57]=3)=[CH:53][CH:54]=2)[C:49]([C:80]2[CH:81]=[C:82]([OH:86])[CH:83]=[CH:84][CH:85]=2)=[N:48]1.Cl. The catalyst is O1CCCC1. The product is [NH:57]1[C:56]([C:52]2[CH:51]=[C:50]3[C:55](=[CH:54][CH:53]=2)[NH:47][N:48]=[C:49]3[C:80]2[CH:85]=[CH:84][CH:83]=[C:82]([O:86][CH2:20][CH2:21][CH:14]3[CH2:15][CH2:16][CH2:17][CH2:18][CH2:19]3)[CH:81]=2)=[N:60][CH:59]=[N:58]1. The yield is 0.520. (3) The reactants are [CH2:1]([CH:3]1[O:20][C:7]2([CH2:12][CH2:11][N:10](C(OC(C)(C)C)=O)[CH2:9][CH2:8]2)[CH2:6][N:5]([C:21]2[CH:26]=[CH:25][CH:24]=[CH:23][N:22]=2)[CH2:4]1)[CH3:2].Cl.O1CCOCC1. The catalyst is ClCCl.C(=O)(O)[O-].[Na+]. The product is [CH2:1]([CH:3]1[O:20][C:7]2([CH2:12][CH2:11][NH:10][CH2:9][CH2:8]2)[CH2:6][N:5]([C:21]2[CH:26]=[CH:25][CH:24]=[CH:23][N:22]=2)[CH2:4]1)[CH3:2]. The yield is 0.990. (4) The reactants are [Cl:1][C:2]1[C:3]([C:18]2[S:22][C:21]([CH2:23][C:24]([O:26]C)=[O:25])=[CH:20][CH:19]=2)=[N:4][C:5]2[C:10]([C:11]=1[C:12]1[CH:17]=[CH:16][CH:15]=[CH:14][CH:13]=1)=[CH:9][CH:8]=[CH:7][CH:6]=2. The catalyst is C1COCC1.CO.[OH-].[Na+]. The product is [Cl:1][C:2]1[C:3]([C:18]2[S:22][C:21]([CH2:23][C:24]([OH:26])=[O:25])=[CH:20][CH:19]=2)=[N:4][C:5]2[C:10]([C:11]=1[C:12]1[CH:13]=[CH:14][CH:15]=[CH:16][CH:17]=1)=[CH:9][CH:8]=[CH:7][CH:6]=2. The yield is 0.470. (5) The reactants are C(OCC1C(N2CCN3C4CCCCC=4C=C3C2=O)=NC=CC=1C1C=C(NC2C=CC(N3CCN(C4COC4)C[C@@H]3CC)=CN=2)C(=O)N(C)C=1)(=O)C.[C:53]([O:56][CH2:57][C:58]1[C:59]([N:73]2[CH2:85][CH2:84][N:76]3[C:77]4[CH2:78][CH2:79][CH2:80][CH2:81][C:82]=4[CH:83]=[C:75]3[C:74]2=[O:86])=[N:60][CH:61]=[CH:62][C:63]=1B1OC(C)(C)C(C)(C)O1)(=[O:55])[CH3:54].Cl[C:88]1[CH:89]=[C:90]([NH:96][C:97]2[CH:105]=[C:100]3[CH2:101][O:102][CH2:103][CH2:104][N:99]3[N:98]=2)[C:91](=[O:95])[N:92]([CH3:94])[N:93]=1. No catalyst specified. The product is [C:53]([O:56][CH2:57][C:58]1[C:59]([N:73]2[CH2:85][CH2:84][N:76]3[C:77]4[CH2:78][CH2:79][CH2:80][CH2:81][C:82]=4[CH:83]=[C:75]3[C:74]2=[O:86])=[N:60][CH:61]=[CH:62][C:63]=1[C:88]1[CH:89]=[C:90]([NH:96][C:97]2[CH:105]=[C:100]3[CH2:101][O:102][CH2:103][CH2:104][N:99]3[N:98]=2)[C:91](=[O:95])[N:92]([CH3:94])[N:93]=1)(=[O:55])[CH3:54]. The yield is 0.530. (6) The reactants are [NH2:1][C:2]1[N:3]=[N:4][C:5](Cl)=[CH:6][CH:7]=1.[Cl:9][C:10]1[CH:11]=[C:12]([CH:17]2[C:26]3[C:21](=[CH:22][C:23](B4OC(C)(C)C(C)(C)O4)=[CH:24][CH:25]=3)[C:20]([CH3:37])([CH3:36])[NH:19][CH2:18]2)[CH:13]=[CH:14][C:15]=1[Cl:16].C(=O)([O-])[O-].[Cs+].[Cs+]. The catalyst is CN(C=O)C.O.C1C=CC([PH+]([C]2[CH][CH][CH][CH]2)C2C=CC=CC=2)=CC=1.C1C=CC([PH+]([C]2[CH][CH][CH][CH]2)C2C=CC=CC=2)=CC=1.C(Cl)Cl.Cl[Pd]Cl.[Fe]. The product is [Cl:9][C:10]1[CH:11]=[C:12]([CH:17]2[C:26]3[C:21](=[CH:22][C:23]([C:5]4[N:4]=[N:3][C:2]([NH2:1])=[CH:7][CH:6]=4)=[CH:24][CH:25]=3)[C:20]([CH3:37])([CH3:36])[NH:19][CH2:18]2)[CH:13]=[CH:14][C:15]=1[Cl:16]. The yield is 0.600. (7) The reactants are [F:1][C:2]1[CH:7]=[CH:6][CH:5]=[CH:4][C:3]=1[CH:8]1[S:13][CH2:12][CH2:11][CH2:10][S:9]1.[Li]CCCC.[CH:19]([NH:22][C:23]1[S:24][C:25]2[CH:31]=[C:30]([CH:32]=[O:33])[CH:29]=[CH:28][C:26]=2[N:27]=1)([CH3:21])[CH3:20].CCOC(C)=O.CCCCCC. The catalyst is C1COCC1. The product is [F:1][C:2]1[CH:7]=[CH:6][CH:5]=[CH:4][C:3]=1[C:8]1([CH:32]([C:30]2[CH:29]=[CH:28][C:26]3[N:27]=[C:23]([NH:22][CH:19]([CH3:20])[CH3:21])[S:24][C:25]=3[CH:31]=2)[OH:33])[S:9][CH2:10][CH2:11][CH2:12][S:13]1. The yield is 0.740.